This data is from Reaction yield outcomes from USPTO patents with 853,638 reactions. The task is: Predict the reaction yield, written as a fraction of the theoretical maximum amount of product (1.0 means a 100% yield; for example, 0.34 means a 34% yield). (1) The reactants are [Cl:1][C:2]1[CH:7]=[CH:6][C:5]([S:8]([NH:11][C@@H:12]([CH2:17][OH:18])[C:13]([O:15][CH3:16])=[O:14])(=[O:10])=[O:9])=[CH:4][CH:3]=1.[C:19]([O-])([O-])=O.[K+].[K+].IC. The catalyst is CN(C=O)C. The product is [Cl:1][C:2]1[CH:3]=[CH:4][C:5]([S:8]([N:11]([CH3:19])[C@@H:12]([CH2:17][OH:18])[C:13]([O:15][CH3:16])=[O:14])(=[O:9])=[O:10])=[CH:6][CH:7]=1. The yield is 0.970. (2) The reactants are [CH3:1][NH:2][CH3:3].[CH3:4][O:5][C:6]1[CH:13]=[CH:12][CH:11]=[CH:10][C:7]=1[CH:8]=O.C([Cl:17])(=O)C. No catalyst specified. The product is [Cl-:17].[CH3:4][O:5][C:6]1[CH:13]=[CH:12][CH:11]=[CH:10][C:7]=1[CH:8]=[N+:2]([CH3:3])[CH3:1]. The yield is 0.480. (3) The reactants are [Cl:1][C:2]([Cl:9])([Cl:8])[CH2:3][O:4][C:5](Cl)=[O:6].Cl.[OH:11][CH:12]1[O:20][C@H:19]([CH2:21][OH:22])[C@@H:17]([OH:18])[C@H:15]([OH:16])[C@H:13]1[NH2:14].C([O-])(O)=O.[Na+]. The catalyst is O. The product is [Cl:1][C:2]([Cl:9])([Cl:8])[CH2:3][O:4][C:5]([NH:14][C@H:13]([C@H:15]([C@@H:17]([C@@H:19]([CH2:21][OH:22])[OH:20])[OH:18])[OH:16])[CH:12]=[O:11])=[O:6]. The yield is 0.900. (4) The reactants are [C:1]([C:3]1[C:4]([I:15])=[C:5]([C:10]([O:12]CC)=[O:11])[S:6][C:7]=1[S:8][CH3:9])#[N:2].[OH-].[Na+]. The catalyst is O1CCCC1.O. The product is [C:1]([C:3]1[C:4]([I:15])=[C:5]([C:10]([OH:12])=[O:11])[S:6][C:7]=1[S:8][CH3:9])#[N:2]. The yield is 0.790. (5) The reactants are Br[CH2:2][C:3]1[CH:4]=[C:5]([CH:10]=[CH:11][CH:12]=1)[C:6]([O:8][CH3:9])=[O:7].[O:13]([C:20]1[CH:21]=[C:22]([CH:24]=[CH:25][CH:26]=1)[NH2:23])[C:14]1[CH:19]=[CH:18][CH:17]=[CH:16][CH:15]=1. The catalyst is C1CCCCC1.O.C(Cl)Cl. The product is [O:13]([C:20]1[CH:21]=[C:22]([NH:23][CH2:2][C:3]2[CH:4]=[C:5]([CH:10]=[CH:11][CH:12]=2)[C:6]([O:8][CH3:9])=[O:7])[CH:24]=[CH:25][CH:26]=1)[C:14]1[CH:15]=[CH:16][CH:17]=[CH:18][CH:19]=1. The yield is 0.590. (6) The reactants are [F:1][C:2]1[CH:3]=[C:4]([C:8]2[C:13]([CH3:14])=[CH:12][CH:11]=[CH:10][N+:9]=2[O-])[CH:5]=[CH:6][CH:7]=1.[CH3:16][N:17](C)C(Cl)=O.C[Si](C)(C)C#N.C(=O)([O-])O.[Na+]. The catalyst is O1CCCC1.C(OCC)(=O)C. The product is [F:1][C:2]1[CH:3]=[C:4]([C:8]2[N:9]=[C:10]([C:16]#[N:17])[CH:11]=[CH:12][C:13]=2[CH3:14])[CH:5]=[CH:6][CH:7]=1. The yield is 0.990. (7) The reactants are [S:1]1[CH:5]=[C:4]([CH:6]=O)[C:3]2[CH:8]=[CH:9][CH:10]=[CH:11][C:2]1=2.C(O)(=O)[CH2:13][C:14]([OH:16])=[O:15].N1CCCCC1. The catalyst is N1C=CC=CC=1. The product is [S:1]1[C:2]2[CH:11]=[CH:10][CH:9]=[CH:8][C:3]=2[C:4](/[CH:6]=[CH:13]\[C:14]([OH:16])=[O:15])=[CH:5]1. The yield is 0.890. (8) The reactants are [Br:1][C:2]1[CH:10]=[CH:9][CH:8]=[CH:7][C:3]=1[C:4]([OH:6])=[O:5].[Cl:11][S:12](O)(=[O:14])=[O:13]. No catalyst specified. The product is [Br:1][C:2]1[CH:10]=[CH:9][C:8]([S:12]([Cl:11])(=[O:14])=[O:13])=[CH:7][C:3]=1[C:4]([OH:6])=[O:5]. The yield is 0.950. (9) The reactants are [Mg].II.[CH3:4][O:5][C:6]1[CH:7]=[C:8]([Mg]Br)[CH:9]=[CH:10][C:11]=1[O:12][CH3:13].[CH3:16][O:17][C:18]1[CH:25]=[CH:24][C:21]([CH:22]=[O:23])=[CH:20][C:19]=1[N+:26]([O-:28])=[O:27]. The catalyst is C1COCC1. The product is [CH3:16][O:17][C:18]1[CH:25]=[CH:24][C:21]([CH:22]([C:8]2[CH:9]=[CH:10][C:11]([O:12][CH3:13])=[C:6]([O:5][CH3:4])[CH:7]=2)[OH:23])=[CH:20][C:19]=1[N+:26]([O-:28])=[O:27]. The yield is 0.630.